This data is from Catalyst prediction with 721,799 reactions and 888 catalyst types from USPTO. The task is: Predict which catalyst facilitates the given reaction. (1) Reactant: [CH2:1]([O:8][C@@H:9]1[C@@H:17]([C@@H:18]([O:23][C:24]2[CH:29]=[CH:28][C:27]([N+:30]([O-])=O)=[CH:26][CH:25]=2)[C:19]([F:22])([F:21])[F:20])[O:16][C@H:15]2[C@H:11]([N:12]=[C:13]([N:33]([CH3:41])[C:34](=[O:40])[O:35][C:36]([CH3:39])([CH3:38])[CH3:37])[S:14]2)[C@H:10]1[O:42][CH2:43][C:44]1[CH:49]=[CH:48][CH:47]=[CH:46][CH:45]=1)[C:2]1[CH:7]=[CH:6][CH:5]=[CH:4][CH:3]=1. Product: [NH2:30][C:27]1[CH:26]=[CH:25][C:24]([O:23][C@H:18]([C@H:17]2[O:16][C@H:15]3[C@H:11]([N:12]=[C:13]([N:33]([CH3:41])[C:34](=[O:40])[O:35][C:36]([CH3:38])([CH3:37])[CH3:39])[S:14]3)[C@@H:10]([O:42][CH2:43][C:44]3[CH:45]=[CH:46][CH:47]=[CH:48][CH:49]=3)[C@@H:9]2[O:8][CH2:1][C:2]2[CH:3]=[CH:4][CH:5]=[CH:6][CH:7]=2)[C:19]([F:22])([F:20])[F:21])=[CH:29][CH:28]=1. The catalyst class is: 19. (2) Reactant: [CH3:1][N:2]([CH3:29])[CH2:3][CH2:4][O:5][C:6]1[C:11]([O:12][CH2:13][CH2:14][O:15][C:16]2[C:21]([N:22]3[CH2:27][CH2:26][NH:25][CH2:24][C@H:23]3[CH3:28])=[N:20][CH:19]=[CH:18][N:17]=2)=[CH:10][CH:9]=[CH:8][N:7]=1.[C:30](O[BH-](OC(=O)C)OC(=O)C)(=O)C.[Na+].C=O.[OH-].[Na+]. The catalyst class is: 325. Product: [CH3:1][N:2]([CH3:29])[CH2:3][CH2:4][O:5][C:6]1[C:11]([O:12][CH2:13][CH2:14][O:15][C:16]2[C:21]([N:22]3[CH2:27][CH2:26][N:25]([CH3:30])[CH2:24][C@H:23]3[CH3:28])=[N:20][CH:19]=[CH:18][N:17]=2)=[CH:10][CH:9]=[CH:8][N:7]=1. (3) Reactant: Br[C:2]1[CH:3]=[C:4]([N:14]([CH3:34])[C:15]2[C:24]3[C:19](=[CH:20][C:21]([F:26])=[CH:22][C:23]=3[F:25])[N:18]=[C:17]([C:27]3[CH:32]=[CH:31][CH:30]=[CH:29][N:28]=3)[C:16]=2[CH3:33])[C:5]([N:8]2[CH2:13][CH2:12][O:11][CH2:10][CH2:9]2)=[N:6][CH:7]=1.C1(P(C2CCCCC2)C2(C(C)C)CC(C(C)C)=CC(C(C)C)=C2C2C=CC=CC=2)CCCCC1.CC(C)([O-])C.[Na+].[NH:75]1[CH2:80][CH2:79][O:78][CH2:77][CH2:76]1. Product: [N:8]1([C:5]2[C:4]([N:14]([CH3:34])[C:15]3[C:24]4[C:19](=[CH:20][C:21]([F:26])=[CH:22][C:23]=4[F:25])[N:18]=[C:17]([C:27]4[CH:32]=[CH:31][CH:30]=[CH:29][N:28]=4)[C:16]=3[CH3:33])=[CH:3][C:2]([N:75]3[CH2:80][CH2:79][O:78][CH2:77][CH2:76]3)=[CH:7][N:6]=2)[CH2:13][CH2:12][O:11][CH2:10][CH2:9]1. The catalyst class is: 882.